This data is from Full USPTO retrosynthesis dataset with 1.9M reactions from patents (1976-2016). The task is: Predict the reactants needed to synthesize the given product. Given the product [CH3:1][C:2]([CH3:7])([CH3:6])[CH2:3][CH2:4][NH:5][C:11]([C:13]1[S:14][C:15]([N:18]2[CH2:19][CH2:20][N:21]([C:24](=[O:35])[C:25]3[CH:30]=[CH:29][CH:28]=[CH:27][C:26]=3[C:31]([F:34])([F:33])[F:32])[CH2:22][CH2:23]2)=[N:16][N:17]=1)=[O:10], predict the reactants needed to synthesize it. The reactants are: [CH3:1][C:2]([CH3:7])([CH3:6])[CH2:3][CH2:4][NH2:5].C([O:10][C:11]([C:13]1[S:14][C:15]([N:18]2[CH2:23][CH2:22][N:21]([C:24](=[O:35])[C:25]3[CH:30]=[CH:29][CH:28]=[CH:27][C:26]=3[C:31]([F:34])([F:33])[F:32])[CH2:20][CH2:19]2)=[N:16][N:17]=1)=O)C.